Dataset: Reaction yield outcomes from USPTO patents with 853,638 reactions. Task: Predict the reaction yield, written as a fraction of the theoretical maximum amount of product (1.0 means a 100% yield; for example, 0.34 means a 34% yield). (1) The product is [CH3:3][C@@H:4]1[CH2:9][O:8][CH2:7][CH2:6][N:5]1[C:10]1[CH:15]=[C:14]([C:16]2([S:19]([CH3:22])(=[NH:21])=[O:20])[CH2:18][CH2:17]2)[N:13]=[C:12]([C:23]2[CH:28]=[CH:27][N:26]=[C:25]3[NH:29][CH:30]=[CH:31][C:24]=23)[N:11]=1. The reactants are [OH-].[Na+].[CH3:3][C@@H:4]1[CH2:9][O:8][CH2:7][CH2:6][N:5]1[C:10]1[CH:15]=[C:14]([C:16]2([S:19]([CH3:22])(=[NH:21])=[O:20])[CH2:18][CH2:17]2)[N:13]=[C:12]([C:23]2[CH:28]=[CH:27][N:26]=[C:25]3[N:29](S(C4C=CC(C)=CC=4)(=O)=O)[CH:30]=[CH:31][C:24]=23)[N:11]=1.O.Cl. The yield is 0.600. The catalyst is COCCOC. (2) The reactants are [NH2:1][C:2]1[CH:10]=[CH:9][CH:8]=[C:7]([Cl:11])[C:3]=1[C:4]([OH:6])=[O:5].FC1C=CC=CC=1C(Cl)=O.[CH3:22][O:23][C:24]1[CH:32]=[CH:31][CH:30]=[CH:29][C:25]=1[C:26](Cl)=O. The catalyst is C(Cl)(Cl)Cl.CCCCCC. The product is [Cl:11][C:7]1[C:3]2[C:4](=[O:6])[O:5][C:26]([C:25]3[CH:29]=[CH:30][CH:31]=[CH:32][C:24]=3[O:23][CH3:22])=[N:1][C:2]=2[CH:10]=[CH:9][CH:8]=1. The yield is 0.490. (3) The reactants are C(NC(C)C)(C)C.[Li]CCCC.Br[C:14]1[S:15][CH:16]=[C:17]([Br:19])[N:18]=1.[F:20][C:21]1[C:26]([F:27])=[CH:25][CH:24]=[CH:23][C:22]=1[C@H:28]([CH2:37][CH2:38][CH:39]=[CH2:40])/[CH:29]=[N:30]/[S@@:31]([C:33]([CH3:36])([CH3:35])[CH3:34])=[O:32].CO. The catalyst is O1CCCC1. The product is [Br:19][C:17]1[N:18]=[CH:14][S:15][C:16]=1[C@@H:29]([NH:30][S@@:31]([C:33]([CH3:36])([CH3:35])[CH3:34])=[O:32])[C@H:28]([C:22]1[CH:23]=[CH:24][CH:25]=[C:26]([F:27])[C:21]=1[F:20])[CH2:37][CH2:38][CH:39]=[CH2:40]. The yield is 0.620. (4) The reactants are [C:1]([O:4][C@@H:5]1[C@@H:10]([O:11][C:12](=[O:14])[CH3:13])[C@H:9]([O:15][C:16](=[O:18])[CH3:17])[C@@H:8]([O:19]/[C:20](/[C:29]([O:31][CH2:32][CH3:33])=[O:30])=[CH:21]\[C:22]2[CH:27]=[CH:26][CH:25]=[CH:24][C:23]=2F)[O:7][C@H:6]1[CH2:34][O:35][C:36](=[O:38])[CH3:37])(=[O:3])[CH3:2].[Cl:39]C1C=CC(CC(=O)C(OCC)=O)=CC=1.[H-].[Na+].[Br-].C(O[C@@H]1[C@@H](OC(=O)C)[C@H](OC(=O)C)[C@@H](COC(=O)C)O[C@@H]1O)(=O)C. No catalyst specified. The product is [C:1]([O:4][C@@H:5]1[C@@H:10]([O:11][C:12](=[O:14])[CH3:13])[C@H:9]([O:15][C:16](=[O:18])[CH3:17])[C@@H:8]([O:19]/[C:20](/[C:29]([O:31][CH2:32][CH3:33])=[O:30])=[CH:21]\[C:22]2[CH:27]=[CH:26][C:25]([Cl:39])=[CH:24][CH:23]=2)[O:7][C@H:6]1[CH2:34][O:35][C:36](=[O:38])[CH3:37])(=[O:3])[CH3:2]. The yield is 0.220. (5) The reactants are [C:1]([C:5]1[CH:6]=[C:7]([C:15]2[CH:16]=[C:17]([C:28](O)=[O:29])[N:18]([CH3:27])[C:19]=2[CH2:20][CH:21]2[CH2:26][CH2:25][CH2:24][CH2:23][CH2:22]2)[CH:8]=[C:9]([C:11]2([CH3:14])[CH2:13][CH2:12]2)[CH:10]=1)([CH3:4])([CH3:3])[CH3:2].Cl.[NH2:32][C@H:33]1[CH2:36][C@H:35]([C:37]([O:39][CH3:40])=[O:38])[CH2:34]1.CN(C(ON1N=NC2C=CC=NC1=2)=[N+](C)C)C.F[P-](F)(F)(F)(F)F.CCN(C(C)C)C(C)C. The catalyst is CN(C=O)C.O. The product is [C:1]([C:5]1[CH:6]=[C:7]([C:15]2[CH:16]=[C:17]([C:28]([NH:32][C@H:33]3[CH2:36][C@H:35]([C:37]([O:39][CH3:40])=[O:38])[CH2:34]3)=[O:29])[N:18]([CH3:27])[C:19]=2[CH2:20][CH:21]2[CH2:22][CH2:23][CH2:24][CH2:25][CH2:26]2)[CH:8]=[C:9]([C:11]2([CH3:14])[CH2:12][CH2:13]2)[CH:10]=1)([CH3:4])([CH3:3])[CH3:2]. The yield is 0.450. (6) The reactants are [C:1]([O:5][C:6]([N:8]1[CH2:11][C:10]([O:13][C:14]2[C:15]([F:32])=[CH:16][C:17]3[O:22][CH2:21][C:20](=O)[N:19]([CH:24]([C:26]([O:28][CH2:29][CH3:30])=[O:27])[CH3:25])[C:18]=3[CH:31]=2)([CH3:12])[CH2:9]1)=[O:7])([CH3:4])([CH3:3])[CH3:2].COC1C=CC(P2(SP(C3C=CC(OC)=CC=3)(=S)S2)=[S:42])=CC=1. The catalyst is C1(C)C=CC=CC=1.COCCOC. The product is [C:1]([O:5][C:6]([N:8]1[CH2:11][C:10]([O:13][C:14]2[C:15]([F:32])=[CH:16][C:17]3[O:22][CH2:21][C:20](=[S:42])[N:19]([CH:24]([C:26]([O:28][CH2:29][CH3:30])=[O:27])[CH3:25])[C:18]=3[CH:31]=2)([CH3:12])[CH2:9]1)=[O:7])([CH3:4])([CH3:3])[CH3:2]. The yield is 0.470. (7) The reactants are [CH2:1]([OH:8])[CH2:2][CH2:3][CH2:4][CH2:5][CH2:6]O.[C:9]1([CH3:15])C=CC=CC=1.[BrH:16]. The catalyst is C(OCC)C. The product is [Br:16][CH2:9][CH2:15][CH2:6][CH2:5][CH2:4][CH2:3][CH2:2][CH2:1][OH:8]. The yield is 0.840. (8) The reactants are [CH2:1]([C:3]1[CH:8]=[CH:7][C:6]([C:9]2[CH:17]=[C:16]3[C:12]([CH2:13][C:14](=[O:18])[NH:15]3)=[CH:11][CH:10]=2)=[CH:5][CH:4]=1)[CH3:2].[N:19]1([CH2:24][CH2:25][NH:26][C:27]([C:29]2[C:33]([CH3:34])=[C:32]([CH:35]=O)[NH:31][C:30]=2[CH3:37])=[O:28])[CH2:23][CH2:22][CH2:21][CH2:20]1. No catalyst specified. The product is [N:19]1([CH2:24][CH2:25][NH:26][C:27]([C:29]2[C:33]([CH3:34])=[C:32]([CH:35]=[C:13]3[C:12]4[C:16](=[CH:17][C:9]([C:6]5[CH:5]=[CH:4][C:3]([CH2:1][CH3:2])=[CH:8][CH:7]=5)=[CH:10][CH:11]=4)[NH:15][C:14]3=[O:18])[NH:31][C:30]=2[CH3:37])=[O:28])[CH2:23][CH2:22][CH2:21][CH2:20]1. The yield is 0.650.